Dataset: CYP1A2 inhibition data for predicting drug metabolism from PubChem BioAssay. Task: Regression/Classification. Given a drug SMILES string, predict its absorption, distribution, metabolism, or excretion properties. Task type varies by dataset: regression for continuous measurements (e.g., permeability, clearance, half-life) or binary classification for categorical outcomes (e.g., BBB penetration, CYP inhibition). Dataset: cyp1a2_veith. (1) The drug is Cc1nn(-c2ccc(F)cc2)c(Cl)c1/C=C(\CCC(=O)O)c1nc2ccccc2s1. The result is 0 (non-inhibitor). (2) The compound is O=C(O)c1ccccc1OP(=O)(O)O. The result is 0 (non-inhibitor). (3) The result is 0 (non-inhibitor). The drug is O=C(Nc1ccc(N=Nc2ccccc2)cc1)c1ccc(Cl)cc1Cl.